From a dataset of Full USPTO retrosynthesis dataset with 1.9M reactions from patents (1976-2016). Predict the reactants needed to synthesize the given product. (1) Given the product [C:1]([O:5][C:6]([N:8]1[CH2:13][CH2:12][CH:11]([CH2:17][NH2:18])[CH2:10][CH2:9]1)=[O:7])([CH3:4])([CH3:3])[CH3:2], predict the reactants needed to synthesize it. The reactants are: [C:1]([O:5][C:6]([N:8]1[CH2:13][CH2:12][C:11](=O)[CH2:10][CH2:9]1)=[O:7])([CH3:4])([CH3:3])[CH3:2].CO.[CH3:17][NH2:18]. (2) Given the product [CH3:18][O:11][CH2:10][CH:8]1[CH2:7][C:6]2[CH:12]=[C:2]([CH3:1])[CH:3]=[C:4]([N+:13]([O-:15])=[O:14])[C:5]=2[O:9]1, predict the reactants needed to synthesize it. The reactants are: [CH3:1][C:2]1[CH:3]=[C:4]([N+:13]([O-:15])=[O:14])[C:5]2[O:9][CH:8]([CH2:10][OH:11])[CH2:7][C:6]=2[CH:12]=1.[H-].[Na+].[CH3:18]I.O. (3) Given the product [CH3:34][CH2:33][CH2:32][CH2:31][CH2:30][CH2:29][CH2:28][CH2:27][CH2:26][CH2:25][CH2:24][CH2:23][CH2:22][CH2:21][CH2:20][CH2:19][O:35][CH2:36][CH2:37][CH2:38][O:15][P:14]([OH:17])([CH2:13][O:12][CH2:11][CH2:10][N:7]1[C:5]2[N:6]=[CH:1][N:2]=[C:3]([NH2:18])[C:4]=2[N:9]=[CH:8]1)=[O:16], predict the reactants needed to synthesize it. The reactants are: [CH:1]1[N:6]=[C:5]2[N:7]([CH2:10][CH2:11][O:12][CH2:13][P:14]([OH:17])([OH:16])=[O:15])[CH:8]=[N:9][C:4]2=[C:3]([NH2:18])[N:2]=1.[CH2:19]([O:35][CH2:36][CH2:37][CH2:38]O)[CH2:20][CH2:21][CH2:22][CH2:23][CH2:24][CH2:25][CH2:26][CH2:27][CH2:28][CH2:29][CH2:30][CH2:31][CH2:32][CH2:33][CH3:34].C1CCC(N=C=NC2CCCCC2)CC1. (4) Given the product [C:1]12([C:11]3[CH:30]=[CH:29][C:14]([O:15][CH2:16][C:17]([NH:19][C:20]4[CH:21]=[C:22]([CH:26]=[CH:27][N:28]=4)[C:23]([NH:31][CH2:32][CH2:33][C:34]4[CH:39]=[CH:38][N:37]=[CH:36][CH:35]=4)=[O:25])=[O:18])=[CH:13][CH:12]=3)[CH2:8][CH:7]3[CH2:9][CH:3]([CH2:4][CH:5]([CH2:6]3)[CH2:10]1)[CH2:2]2, predict the reactants needed to synthesize it. The reactants are: [C:1]12([C:11]3[CH:30]=[CH:29][C:14]([O:15][CH2:16][C:17]([NH:19][C:20]4[CH:21]=[C:22]([CH:26]=[CH:27][N:28]=4)[C:23]([OH:25])=O)=[O:18])=[CH:13][CH:12]=3)[CH2:10][CH:5]3[CH2:6][CH:7]([CH2:9][CH:3]([CH2:4]3)[CH2:2]1)[CH2:8]2.[NH2:31][CH2:32][CH2:33][C:34]1[CH:39]=[CH:38][N:37]=[CH:36][CH:35]=1.C1CN([P+](ON2N=NC3C=CC=CC2=3)(N2CCCC2)N2CCCC2)CC1.F[P-](F)(F)(F)(F)F.CO. (5) Given the product [Cl:27][C:25]1[NH:24][C:23]2[CH:28]=[CH:29][C:20]([NH:19][C:13]([C:10]3[CH:9]=[CH:8][C:7]([C:6]4[CH:1]=[CH:2][C:3]([C:16]([NH:19][C:20]5[CH:29]=[CH:28][C:23]6[NH:24][C:25]([Cl:27])=[N:26][C:22]=6[CH:21]=5)=[O:18])=[CH:4][CH:5]=4)=[CH:12][CH:11]=3)=[O:15])=[CH:21][C:22]=2[N:26]=1, predict the reactants needed to synthesize it. The reactants are: [CH:1]1[C:6]([C:7]2[CH:12]=[CH:11][C:10]([C:13]([OH:15])=O)=[CH:9][CH:8]=2)=[CH:5][CH:4]=[C:3]([C:16]([OH:18])=O)[CH:2]=1.[NH2:19][C:20]1[CH:29]=[CH:28][C:23]2[N:24]=[C:25]([Cl:27])[NH:26][C:22]=2[CH:21]=1. (6) Given the product [F:1][C:2]1[CH:3]=[C:4]([CH2:9][CH2:10][OH:11])[CH:5]=[C:6]([F:8])[CH:7]=1, predict the reactants needed to synthesize it. The reactants are: [F:1][C:2]1[CH:3]=[C:4]([CH2:9][C:10](O)=[O:11])[CH:5]=[C:6]([F:8])[CH:7]=1.B.C1COCC1.[OH-].[Na+]. (7) Given the product [CH:22]([O:25][C:26]1[CH:33]=[CH:32][C:16]([C:15]2[NH:3][C:4](=[O:14])[C:5]3[C:6]([CH:13]=2)=[CH:7][C:8]([O:11][CH3:12])=[CH:9][CH:10]=3)=[CH:28][CH:27]=1)([CH3:24])[CH3:23], predict the reactants needed to synthesize it. The reactants are: C([N:3]([CH2:15][CH3:16])[C:4](=[O:14])[C:5]1[CH:10]=[CH:9][C:8]([O:11][CH3:12])=[CH:7][C:6]=1[CH3:13])C.[Li]CCCC.[CH:22]([O:25][C:26]1[CH:33]=[CH:32]C(C#N)=[CH:28][CH:27]=1)([CH3:24])[CH3:23]. (8) Given the product [Cl:1][C:2]1[CH:3]=[N:4][C:5]2[N:6]([N:8]=[C:9]([C:11]([N:16]3[CH2:17][CH2:18][C:19]4[C:24](=[CH:23][C:22]([N:25]5[CH2:30][CH2:29][O:28][CH2:27][CH2:26]5)=[CH:21][CH:20]=4)[CH:15]3[CH3:14])=[O:13])[CH:10]=2)[CH:7]=1, predict the reactants needed to synthesize it. The reactants are: [Cl:1][C:2]1[CH:3]=[N:4][C:5]2[N:6]([N:8]=[C:9]([C:11]([OH:13])=O)[CH:10]=2)[CH:7]=1.[CH3:14][CH:15]1[C:24]2[C:19](=[CH:20][CH:21]=[C:22]([N:25]3[CH2:30][CH2:29][O:28][CH2:27][CH2:26]3)[CH:23]=2)[CH2:18][CH2:17][NH:16]1.